This data is from Full USPTO retrosynthesis dataset with 1.9M reactions from patents (1976-2016). The task is: Predict the reactants needed to synthesize the given product. (1) Given the product [OH:1][C:2]1[CH:3]=[CH:4][C:5](/[CH:6]=[CH:7]/[C:8]([O:10][CH3:18])=[O:9])=[CH:11][CH:12]=1, predict the reactants needed to synthesize it. The reactants are: [OH:1][C:2]1[CH:12]=[CH:11][C:5](/[CH:6]=[CH:7]/[C:8]([OH:10])=[O:9])=[CH:4][CH:3]=1.OS(O)(=O)=O.[CH3:18]O. (2) Given the product [Cl:14][C:15]1[CH:20]=[C:19]([C:21]2[C:22]([C:24]3[CH:29]=[CH:28][C:27]([O:30][CH2:31][C:32]4[CH:41]=[CH:40][C:39]5[C:34](=[CH:35][CH:36]=[CH:37][CH:38]=5)[N:33]=4)=[CH:26][CH:25]=3)=[N:12][N:1]([CH3:10])[CH:2]=2)[CH:18]=[CH:17][N:16]=1, predict the reactants needed to synthesize it. The reactants are: [N:1]1[C:10]2C(=CC=CC=2)C=C[CH:2]=1.C[NH:12]N.[Cl:14][C:15]1[CH:20]=[C:19]([CH2:21][C:22]([C:24]2[CH:29]=[CH:28][C:27]([O:30][CH2:31][C:32]3[CH:41]=[CH:40][C:39]4[C:34](=[CH:35][CH:36]=[CH:37][CH:38]=4)[N:33]=3)=[CH:26][CH:25]=2)=O)[CH:18]=[CH:17][N:16]=1.